From a dataset of Forward reaction prediction with 1.9M reactions from USPTO patents (1976-2016). Predict the product of the given reaction. (1) Given the reactants [CH2:1]([O:8][C:9]1[CH:10]=[CH:11][C:12]([C@@H:20]([O:48][Si:49]([C:52]([CH3:55])([CH3:54])[CH3:53])([CH3:51])[CH3:50])[CH2:21][NH:22][CH2:23][CH2:24][CH2:25][CH2:26][C:27]([NH:29][C:30]2[CH:31]=[C:32]([C:36]([OH:47])([C:41]3[CH:46]=[CH:45][CH:44]=[CH:43][CH:42]=3)[C:37]([O:39][CH3:40])=[O:38])[CH:33]=[CH:34][CH:35]=2)=[O:28])=[C:13]2[C:18]=1[NH:17][C:16](=[O:19])[CH:15]=[CH:14]2)[C:2]1[CH:7]=[CH:6][CH:5]=[CH:4][CH:3]=1.[C:56](O[C:56]([O:58][C:59]([CH3:62])([CH3:61])[CH3:60])=[O:57])([O:58][C:59]([CH3:62])([CH3:61])[CH3:60])=[O:57].C([O-])(O)=O.[Na+], predict the reaction product. The product is: [CH2:1]([O:8][C:9]1[CH:10]=[CH:11][C:12]([C@@H:20]([O:48][Si:49]([C:52]([CH3:55])([CH3:54])[CH3:53])([CH3:51])[CH3:50])[CH2:21][N:22]([C:56]([O:58][C:59]([CH3:62])([CH3:61])[CH3:60])=[O:57])[CH2:23][CH2:24][CH2:25][CH2:26][C:27]([NH:29][C:30]2[CH:31]=[C:32]([C:36]([OH:47])([C:41]3[CH:46]=[CH:45][CH:44]=[CH:43][CH:42]=3)[C:37]([O:39][CH3:40])=[O:38])[CH:33]=[CH:34][CH:35]=2)=[O:28])=[C:13]2[C:18]=1[NH:17][C:16](=[O:19])[CH:15]=[CH:14]2)[C:2]1[CH:7]=[CH:6][CH:5]=[CH:4][CH:3]=1. (2) The product is: [CH:38]1([N:19]2[C:18]3[CH:44]=[CH:45][C:15]([C:13]([NH:12][CH:8]([CH2:7][C:1]4[N:51]=[CH:52][NH:53][CH:2]=4)[C:9]([OH:11])=[O:10])=[O:14])=[CH:16][C:17]=3[N:21]=[C:20]2[C:22]2[CH:23]=[C:24]3[C:29](=[CH:30][CH:31]=2)[N:28]=[C:27]([C:32]2[CH:37]=[CH:36][CH:35]=[CH:34][CH:33]=2)[CH:26]=[N:25]3)[CH2:39][CH2:40][CH2:41][CH2:42][CH2:43]1. Given the reactants [CH:1]1([CH2:7][CH:8]([NH:12][C:13]([C:15]2[CH:45]=[CH:44][C:18]3[N:19]([CH:38]4[CH2:43][CH2:42][CH2:41][CH2:40][CH2:39]4)[C:20]([C:22]4[CH:23]=[C:24]5[C:29](=[CH:30][CH:31]=4)[N:28]=[C:27]([C:32]4[CH:37]=[CH:36][CH:35]=[CH:34][CH:33]=4)[CH:26]=[N:25]5)=[N:21][C:17]=3[CH:16]=2)=[O:14])[C:9]([OH:11])=[O:10])CCCC[CH2:2]1.N(C(OCC1C2C(=CC=CC=2)C2C1=CC=CC=2)=O)[C@H](C(O)=O)CC1[N:53]=[CH:52][NH:51]C=1, predict the reaction product. (3) Given the reactants C(OC(N1[C@H](CN2C(C(OCC)=O)=CC(COC3C=CC=CC=3)=N2)COC1(C)C)=O)(C)(C)C.OC[C@@H]1CN2N=C(COC3C=CC=CC=3)C=C2C(=O)N1.[O:54]([CH2:61][C:62]1[CH:77]=[C:65]2[C:66](=[O:76])[NH:67][C@H:68]([CH2:70][O:71][Si:72]([CH3:75])([CH3:74])[CH3:73])[CH2:69][N:64]2[N:63]=1)[C:55]1[CH:60]=[CH:59][CH:58]=[CH:57][CH:56]=1, predict the reaction product. The product is: [O:54]([CH2:61][C:62]1[CH:77]=[C:65]2[C:66](=[O:76])[NH:67][C@@H:68]([CH2:70][O:71][Si:72]([CH3:73])([CH3:75])[CH3:74])[CH2:69][N:64]2[N:63]=1)[C:55]1[CH:56]=[CH:57][CH:58]=[CH:59][CH:60]=1. (4) Given the reactants [C:1]1([C@@H:7]2[CH2:9][C@H:8]2[NH2:10])[CH:6]=[CH:5][CH:4]=[CH:3][CH:2]=1.[CH:11]([CH:13]1[CH2:17][CH2:16][N:15]([CH2:18][C:19]2[CH:28]=[CH:27][C:22]([C:23]([O:25][CH3:26])=[O:24])=[CH:21][CH:20]=2)[CH2:14]1)=O.C([BH3-])#N.[Na+], predict the reaction product. The product is: [C:1]1([C@@H:7]2[CH2:9][C@H:8]2[NH:10][CH2:11][CH:13]2[CH2:17][CH2:16][N:15]([CH2:18][C:19]3[CH:28]=[CH:27][C:22]([C:23]([O:25][CH3:26])=[O:24])=[CH:21][CH:20]=3)[CH2:14]2)[CH:6]=[CH:5][CH:4]=[CH:3][CH:2]=1. (5) Given the reactants Cl[C:2]1[C:3]2[CH2:13][O:12][CH2:11][CH2:10][C:4]=2[N:5]=[C:6]([S:8][CH3:9])[N:7]=1.Cl.[NH:15]1[C:23]2[C:18](=[CH:19][C:20]([NH2:24])=[CH:21][CH:22]=2)[CH:17]=[N:16]1, predict the reaction product. The product is: [NH:15]1[C:23]2[C:18](=[CH:19][C:20]([NH:24][C:2]3[C:3]4[CH2:13][O:12][CH2:11][CH2:10][C:4]=4[N:5]=[C:6]([S:8][CH3:9])[N:7]=3)=[CH:21][CH:22]=2)[CH:17]=[N:16]1. (6) Given the reactants [CH3:1][C:2]1[NH:10][C:9]2[C:8](=[O:11])[NH:7][C:6]([NH:12]C(=O)OC)=[N:5][C:4]=2[CH:3]=1.CC(O)=O, predict the reaction product. The product is: [NH2:12][C:6]1[NH:7][C:8](=[O:11])[C:9]2[NH:10][C:2]([CH3:1])=[CH:3][C:4]=2[N:5]=1. (7) Given the reactants [CH2:1]([C:3]1[C:4]([O:13][CH3:14])=[N:5][C:6]([CH3:12])=[C:7]([CH:11]=1)[C:8]([NH2:10])=[O:9])[CH3:2].CO[CH:17](OC)[N:18]([CH3:20])[CH3:19], predict the reaction product. The product is: [CH3:17][N:18]([CH:20]=[N:10][C:8](=[O:9])[C:7]1[CH:11]=[C:3]([CH2:1][CH3:2])[C:4]([O:13][CH3:14])=[N:5][C:6]=1[CH3:12])[CH3:19].